From a dataset of NCI-60 drug combinations with 297,098 pairs across 59 cell lines. Regression. Given two drug SMILES strings and cell line genomic features, predict the synergy score measuring deviation from expected non-interaction effect. (1) Cell line: SNB-75. Drug 1: CCC1=C2CN3C(=CC4=C(C3=O)COC(=O)C4(CC)O)C2=NC5=C1C=C(C=C5)O. Synergy scores: CSS=10.2, Synergy_ZIP=-7.27, Synergy_Bliss=-4.12, Synergy_Loewe=-12.6, Synergy_HSA=-3.22. Drug 2: CC1CCC2CC(C(=CC=CC=CC(CC(C(=O)C(C(C(=CC(C(=O)CC(OC(=O)C3CCCCN3C(=O)C(=O)C1(O2)O)C(C)CC4CCC(C(C4)OC)OCCO)C)C)O)OC)C)C)C)OC. (2) Drug 2: C1=C(C(=O)NC(=O)N1)F. Cell line: NCI-H322M. Synergy scores: CSS=30.9, Synergy_ZIP=4.32, Synergy_Bliss=4.60, Synergy_Loewe=-5.43, Synergy_HSA=2.25. Drug 1: CN(C)N=NC1=C(NC=N1)C(=O)N. (3) Drug 1: C1CN(CCN1C(=O)CCBr)C(=O)CCBr. Drug 2: N.N.Cl[Pt+2]Cl. Cell line: SW-620. Synergy scores: CSS=32.4, Synergy_ZIP=-6.98, Synergy_Bliss=-1.54, Synergy_Loewe=3.24, Synergy_HSA=3.31. (4) Drug 1: C1CC(C1)(C(=O)O)C(=O)O.[NH2-].[NH2-].[Pt+2]. Drug 2: CN(C(=O)NC(C=O)C(C(C(CO)O)O)O)N=O. Cell line: HS 578T. Synergy scores: CSS=9.53, Synergy_ZIP=-3.73, Synergy_Bliss=-3.84, Synergy_Loewe=-1.23, Synergy_HSA=-2.62. (5) Drug 1: CC1=C2C(C(=O)C3(C(CC4C(C3C(C(C2(C)C)(CC1OC(=O)C(C(C5=CC=CC=C5)NC(=O)C6=CC=CC=C6)O)O)OC(=O)C7=CC=CC=C7)(CO4)OC(=O)C)O)C)OC(=O)C. Drug 2: C(CN)CNCCSP(=O)(O)O. Cell line: ACHN. Synergy scores: CSS=23.3, Synergy_ZIP=-9.88, Synergy_Bliss=-6.11, Synergy_Loewe=-2.12, Synergy_HSA=-1.35. (6) Drug 1: CC1C(C(=O)NC(C(=O)N2CCCC2C(=O)N(CC(=O)N(C(C(=O)O1)C(C)C)C)C)C(C)C)NC(=O)C3=C4C(=C(C=C3)C)OC5=C(C(=O)C(=C(C5=N4)C(=O)NC6C(OC(=O)C(N(C(=O)CN(C(=O)C7CCCN7C(=O)C(NC6=O)C(C)C)C)C)C(C)C)C)N)C. Drug 2: C1CN(P(=O)(OC1)NCCCl)CCCl. Cell line: HCC-2998. Synergy scores: CSS=20.2, Synergy_ZIP=-6.04, Synergy_Bliss=-9.10, Synergy_Loewe=-26.0, Synergy_HSA=-9.66. (7) Drug 1: CC1C(C(CC(O1)OC2CC(OC(C2O)C)OC3=CC4=CC5=C(C(=O)C(C(C5)C(C(=O)C(C(C)O)O)OC)OC6CC(C(C(O6)C)O)OC7CC(C(C(O7)C)O)OC8CC(C(C(O8)C)O)(C)O)C(=C4C(=C3C)O)O)O)O. Drug 2: CC1=C(C(=O)C2=C(C1=O)N3CC4C(C3(C2COC(=O)N)OC)N4)N. Cell line: T-47D. Synergy scores: CSS=36.1, Synergy_ZIP=-3.24, Synergy_Bliss=0.831, Synergy_Loewe=-5.87, Synergy_HSA=0.738. (8) Drug 1: C1=NC2=C(N1)C(=S)N=C(N2)N. Drug 2: C1CN(P(=O)(OC1)NCCCl)CCCl. Cell line: RXF 393. Synergy scores: CSS=1.33, Synergy_ZIP=-3.95, Synergy_Bliss=-0.928, Synergy_Loewe=-9.63, Synergy_HSA=-1.49. (9) Drug 1: C1CC(=O)NC(=O)C1N2C(=O)C3=CC=CC=C3C2=O. Drug 2: CN(C(=O)NC(C=O)C(C(C(CO)O)O)O)N=O. Cell line: SF-268. Synergy scores: CSS=1.27, Synergy_ZIP=-10.0, Synergy_Bliss=-27.7, Synergy_Loewe=-37.5, Synergy_HSA=-37.5.